Dataset: Reaction yield outcomes from USPTO patents with 853,638 reactions. Task: Predict the reaction yield, written as a fraction of the theoretical maximum amount of product (1.0 means a 100% yield; for example, 0.34 means a 34% yield). (1) The reactants are [Br:1][C:2]1[CH:8]=[CH:7][C:5]([NH2:6])=[CH:4][CH:3]=1.[N:9]([O-])=O.[Na+].C([O-])(=O)C.[Na+].[C:18]([O:24][CH2:25][CH3:26])(=[O:23])[CH2:19][C:20]([CH3:22])=[O:21]. The catalyst is C(O)C.O. The product is [Br:1][C:2]1[CH:8]=[CH:7][C:5]([NH:6][N:9]=[C:19]([C:20](=[O:21])[CH3:22])[C:18]([O:24][CH2:25][CH3:26])=[O:23])=[CH:4][CH:3]=1. The yield is 0.980. (2) The reactants are [N:1]1([C:6]2[CH:11]=[CH:10][C:9]([C:12](O)([CH2:14][CH:15]([C:20]3[CH:25]=[C:24]([Cl:26])[CH:23]=[C:22]([Cl:27])[CH:21]=3)[C:16]([F:19])([F:18])[F:17])[CH3:13])=[CH:8][CH:7]=2)[CH:5]=[N:4][CH:3]=[N:2]1.C1(C)C=CC(S(O)(=O)=O)=CC=1. The catalyst is C1(C)C=CC=CC=1. The product is [Cl:26][C:24]1[CH:25]=[C:20]([CH:15]([C:16]([F:17])([F:19])[F:18])/[CH:14]=[C:12](/[C:9]2[CH:10]=[CH:11][C:6]([N:1]3[CH:5]=[N:4][CH:3]=[N:2]3)=[CH:7][CH:8]=2)\[CH3:13])[CH:21]=[C:22]([Cl:27])[CH:23]=1. The yield is 0.310. (3) The reactants are [CH3:1][O:2][C:3]([C@H:5]1[CH2:9][O:8]C(C)(C)[O:6]1)=[O:4].Cl.O1CCOCC1.N1C=CN=C1.[C:24]([Si:28](Cl)([CH3:30])[CH3:29])([CH3:27])([CH3:26])[CH3:25]. The catalyst is CO.C(OCC)(=O)C. The product is [CH3:1][O:2][C:3](=[O:4])[C@H:5]([OH:6])[CH2:9][O:8][Si:28]([C:24]([CH3:27])([CH3:26])[CH3:25])([CH3:30])[CH3:29]. The yield is 0.630. (4) The reactants are [Si:1]([O:8][C@H:9]([C@@H:34]([CH3:38])[CH2:35]C=C)[CH2:10][CH2:11][CH2:12][C:13]([O:15][C@H:16]([CH2:31][CH:32]=[CH2:33])[C@@H:17]([CH3:30])[CH2:18][O:19][S:20]([C:23]1[CH:29]=[CH:28][C:26]([CH3:27])=[CH:25][CH:24]=1)(=[O:22])=[O:21])=[O:14])([C:4]([CH3:7])([CH3:6])[CH3:5])([CH3:3])[CH3:2]. The catalyst is C(Cl)Cl.Cl[Ru](=C1N(C2C(C)=CC(C)=CC=2C)CCN1C1C(C)=CC(C)=CC=1C)(Cl)(=CC1C=CC=CC=1)[P](C1CCCCC1)(C1CCCCC1)C1CCCCC1. The product is [CH3:27][C:26]1[CH:28]=[CH:29][C:23]([S:20]([O:19][CH2:18][CH:17]([C@H:16]2[CH2:31][CH:32]=[CH:33][CH2:35][C@H:34]([CH3:38])[C@@H:9]([O:8][Si:1]([C:4]([CH3:7])([CH3:6])[CH3:5])([CH3:2])[CH3:3])[CH2:10][CH2:11][CH2:12][C:13](=[O:14])[O:15]2)[CH3:30])(=[O:22])=[O:21])=[CH:24][CH:25]=1. The yield is 0.830. (5) The reactants are [F:1][C:2]1[CH:7]=[C:6]([I:8])[CH:5]=[CH:4][C:3]=1[NH:9][C:10]1[CH:11]=[N:12][CH:13]=[CH:14][C:15]=1[C:16]([OH:18])=O.ON1C2C=CC=CC=2N=N1.Cl.CN(C)CCCN=C=NCC.C(N(CC)CC)C.[OH:48][C:49]1([C@@H:53]2[CH2:58][CH2:57][CH2:56][CH2:55][N:54]2[C:59]([O:61][C:62]([CH3:65])([CH3:64])[CH3:63])=[O:60])[CH2:52][NH:51][CH2:50]1. The catalyst is CN(C=O)C. The product is [F:1][C:2]1[CH:7]=[C:6]([I:8])[CH:5]=[CH:4][C:3]=1[NH:9][C:10]1[CH:11]=[N:12][CH:13]=[CH:14][C:15]=1[C:16]([N:51]1[CH2:52][C:49]([C@@H:53]2[CH2:58][CH2:57][CH2:56][CH2:55][N:54]2[C:59]([O:61][C:62]([CH3:65])([CH3:64])[CH3:63])=[O:60])([OH:48])[CH2:50]1)=[O:18]. The yield is 0.740. (6) The reactants are [C:1](=[NH:24])([O:3][CH2:4][CH2:5][C:6]1[CH:11]=[CH:10][C:9]([O:12][C:13]2[CH:18]=[C:17]([C:19]([F:22])([F:21])[F:20])[CH:16]=[C:15]([Cl:23])[CH:14]=2)=[CH:8][CH:7]=1)[NH2:2].[CH:25]([CH:27]([CH2:32][C:33]1[CH:34]=[N:35][C:36]([O:39][CH3:40])=[N:37][CH:38]=1)[C:28](OC)=O)=[O:26].C([O-])([O-])=O.[K+].[K+]. The catalyst is CN1C(=O)CCC1. The product is [Cl:23][C:15]1[CH:14]=[C:13]([O:12][C:9]2[CH:8]=[CH:7][C:6]([CH2:5][CH2:4][O:3][C:1]3[NH:2][CH:28]=[C:27]([CH2:32][C:33]4[CH:34]=[N:35][C:36]([O:39][CH3:40])=[N:37][CH:38]=4)[C:25](=[O:26])[N:24]=3)=[CH:11][CH:10]=2)[CH:18]=[C:17]([C:19]([F:21])([F:22])[F:20])[CH:16]=1. The yield is 0.146. (7) The reactants are Cl[C:2]1[N:10]=[C:9](Cl)[C:8]([F:12])=[CH:7][C:3]=1[C:4]([NH2:6])=[O:5].[CH3:13][C@H:14]1[CH2:19][N:18]([C:20]2[N:25]=[CH:24][C:23]([NH2:26])=[CH:22][CH:21]=2)[CH2:17][C@@H:16]([CH3:27])[O:15]1.C(O[C:33](=[O:40])[NH:34][C@H:35]1[CH2:39][CH2:38][NH:37][CH2:36]1)(C)(C)C.[C:41](O)(=O)[CH:42]=C. No catalyst specified. The product is [C:33]([NH:34][C@H:35]1[CH2:39][CH2:38][N:37]([C:9]2[C:8]([F:12])=[CH:7][C:3]([C:4]([NH2:6])=[O:5])=[C:2]([NH:26][C:23]3[CH:24]=[N:25][C:20]([N:18]4[CH2:17][C@H:16]([CH3:27])[O:15][C@H:14]([CH3:13])[CH2:19]4)=[CH:21][CH:22]=3)[N:10]=2)[CH2:36]1)(=[O:40])[CH:41]=[CH2:42]. The yield is 0.420.